Dataset: Full USPTO retrosynthesis dataset with 1.9M reactions from patents (1976-2016). Task: Predict the reactants needed to synthesize the given product. The reactants are: C[O:2][C:3](=[O:34])[CH2:4][O:5][C:6]1[CH:15]=[CH:14][C:13]([Cl:16])=[C:12]2[C:7]=1[C:8]([CH3:33])=[C:9]([CH2:21][C:22]1[CH:27]=[CH:26][C:25]([N:28]3[CH:32]=[CH:31][CH:30]=[N:29]3)=[CH:24][CH:23]=1)[C:10]([O:17][CH:18]([F:20])[F:19])=[N:11]2.[OH-].[Na+].C(O)(=O)C. Given the product [Cl:16][C:13]1[CH:14]=[CH:15][C:6]([O:5][CH2:4][C:3]([OH:34])=[O:2])=[C:7]2[C:12]=1[N:11]=[C:10]([O:17][CH:18]([F:19])[F:20])[C:9]([CH2:21][C:22]1[CH:23]=[CH:24][C:25]([N:28]3[CH:32]=[CH:31][CH:30]=[N:29]3)=[CH:26][CH:27]=1)=[C:8]2[CH3:33], predict the reactants needed to synthesize it.